Dataset: Catalyst prediction with 721,799 reactions and 888 catalyst types from USPTO. Task: Predict which catalyst facilitates the given reaction. (1) Reactant: Cl[C:2]1[C:11]2[C:6](=[CH:7][C:8]([O:14][CH2:15][CH2:16][CH2:17][N:18]3[CH2:23][CH2:22][S:21](=[O:25])(=[O:24])[CH2:20][CH2:19]3)=[C:9]([C:12]#[N:13])[CH:10]=2)[N:5]=[CH:4][CH:3]=1.[OH:26][C:27]1[CH:28]=[C:29]2[C:33](=[CH:34][CH:35]=1)[NH:32][CH:31]=[CH:30]2.C(=O)([O-])[O-].[Cs+].[Cs+].O. Product: [C:12]([C:9]1[CH:10]=[C:11]2[C:6](=[CH:7][C:8]=1[O:14][CH2:15][CH2:16][CH2:17][N:18]1[CH2:23][CH2:22][S:21](=[O:25])(=[O:24])[CH2:20][CH2:19]1)[N:5]=[CH:4][CH:3]=[C:2]2[O:26][C:27]1[CH:28]=[C:29]2[C:33](=[CH:34][CH:35]=1)[NH:32][CH:31]=[CH:30]2)#[N:13]. The catalyst class is: 3. (2) Reactant: [CH3:1][N:2]1[C@@H:18]2[CH2:19][C:7]3[CH:8]=[CH:9][C:10]([O:22][CH3:23])=[C:11]4[O:12][C@H:13]5[C:14]([O:20]C)=[CH:15][CH:16]=[C:17]2[C@:5]5([C:6]=34)[CH2:4][CH2:3]1.[OH2:24].OO. Product: [CH3:1][N:2]1[C@@H:18]2[CH2:19][C:7]3[CH:8]=[CH:9][C:10]([O:22][CH3:23])=[C:11]4[O:12][C@H:13]5[C:14]([CH2:15][CH2:16][C@:17]2([OH:24])[C@:5]5([C:6]=34)[CH2:4][CH2:3]1)=[O:20]. The catalyst class is: 106. (3) Reactant: [F:1][C:2]1[CH:9]=[CH:8][CH:7]=[C:6]([O:10][CH2:11][C:12]([F:15])([F:14])[F:13])[C:3]=1[C:4]#N.[H-].C([Al+]CC(C)C)C(C)C.C[OH:27].Cl. Product: [F:1][C:2]1[CH:9]=[CH:8][CH:7]=[C:6]([O:10][CH2:11][C:12]([F:15])([F:14])[F:13])[C:3]=1[CH:4]=[O:27]. The catalyst class is: 11. (4) Reactant: ClC(OCC)=O.[C:7]([O:11][C:12](=[O:29])[C@@H:13]([NH:19][C:20]([O:22][CH2:23][CH2:24][Si:25]([CH3:28])([CH3:27])[CH3:26])=[O:21])[CH2:14][CH2:15][C:16](O)=[O:17])([CH3:10])([CH3:9])[CH3:8].CN1CCOCC1.[BH4-].[Na+]. Product: [OH:17][CH2:16][CH2:15][CH2:14][C@@H:13]([C:12]([O:11][C:7]([CH3:10])([CH3:9])[CH3:8])=[O:29])[NH:19][C:20]([O:22][CH2:23][CH2:24][Si:25]([CH3:27])([CH3:26])[CH3:28])=[O:21]. The catalyst class is: 20. (5) Reactant: Cl[C:2]1[C:7]([CH2:8][CH2:9][CH3:10])=[C:6](Cl)[N:5]=[CH:4][N:3]=1.[Na+].[I-:13].[IH:14]. Product: [I:13][C:2]1[C:7]([CH2:8][CH2:9][CH3:10])=[C:6]([I:14])[N:5]=[CH:4][N:3]=1. The catalyst class is: 21.